The task is: Predict the reaction yield, written as a fraction of the theoretical maximum amount of product (1.0 means a 100% yield; for example, 0.34 means a 34% yield).. This data is from Reaction yield outcomes from USPTO patents with 853,638 reactions. (1) The reactants are Cl[C:2]1[CH:7]=[C:6]([C:8]([F:11])([F:10])[F:9])[CH:5]=[CH:4][N:3]=1.[CH3:12][O-:13].[Na+].O. The catalyst is CO. The product is [F:9][C:8]([F:11])([F:10])[C:6]1[CH:5]=[CH:4][N:3]=[C:2]([O:13][CH3:12])[CH:7]=1. The yield is 0.850. (2) The yield is 0.860. The reactants are [CH3:1][O:2][C:3](=[O:22])[C:4]1[CH:12]=[CH:11][C:7]([C:8]([NH2:10])=O)=[CH:6][C:5]=1C1C=CC=CC=1[N+]([O-])=O.[C:23](O)(=O)[CH3:24]. The product is [N:10]1[C:8]2[CH:7]=[CH:6][CH:5]=[CH:23][C:24]=2[NH:10][C:8]=1[C:7]1[CH:6]=[CH:5][C:4]([C:3]([O:2][CH3:1])=[O:22])=[CH:12][CH:11]=1. The catalyst is [Fe].